From a dataset of Reaction yield outcomes from USPTO patents with 853,638 reactions. Predict the reaction yield, written as a fraction of the theoretical maximum amount of product (1.0 means a 100% yield; for example, 0.34 means a 34% yield). (1) The reactants are [O:1]1[C:5]2[CH:6]=[CH:7][C:8]([CH2:10][CH2:11][C:12]([NH:14][C:15]3[CH:42]=[CH:41][C:18]([C:19]([NH:21][N:22]=[C:23]4[C:31]5[C:26](=[CH:27][CH:28]=[C:29]([I:32])[CH:30]=5)[N:25]([CH2:33][CH2:34][CH2:35][C:36]([O:38]C)=[O:37])[C:24]4=[O:40])=[O:20])=[CH:17][CH:16]=3)=[O:13])=[CH:9][C:4]=2[O:3][CH2:2]1.[OH-].[Na+]. The catalyst is C1COCC1.O. The product is [O:1]1[C:5]2[CH:6]=[CH:7][C:8]([CH2:10][CH2:11][C:12]([NH:14][C:15]3[CH:16]=[CH:17][C:18]([C:19]([NH:21]/[N:22]=[C:23]4\[C:24](=[O:40])[N:25]([CH2:33][CH2:34][CH2:35][C:36]([OH:38])=[O:37])[C:26]5[C:31]\4=[CH:30][C:29]([I:32])=[CH:28][CH:27]=5)=[O:20])=[CH:41][CH:42]=3)=[O:13])=[CH:9][C:4]=2[O:3][CH2:2]1. The yield is 0.580. (2) The reactants are [Cl:1][C:2]1[C:3]([C:9]([OH:11])=[O:10])=[N:4][CH:5]=[C:6]([Cl:8])[N:7]=1.[CH3:12][Si](C=[N+]=[N-])(C)C. The catalyst is CO.C(OCC)C. The product is [Cl:1][C:2]1[C:3]([C:9]([O:11][CH3:12])=[O:10])=[N:4][CH:5]=[C:6]([Cl:8])[N:7]=1. The yield is 0.960. (3) The reactants are [CH:1]1[C:2]([C:10]([OH:12])=[O:11])=[CH:3][N:4]2[C:9]=1[CH2:8][CH2:7][CH2:6][CH2:5]2.[CH3:13]N(C=O)C.C(Cl)(=O)C(Cl)=O.C(N(CC)CC)C. The catalyst is CO.C(Cl)Cl. The product is [CH:1]1[C:2]([C:10]([O:12][CH3:13])=[O:11])=[CH:3][N:4]2[C:9]=1[CH2:8][CH2:7][CH2:6][CH2:5]2. The yield is 0.580.